Dataset: Catalyst prediction with 721,799 reactions and 888 catalyst types from USPTO. Task: Predict which catalyst facilitates the given reaction. (1) Reactant: C1C=CC(N([S:15]([C:18]([F:21])([F:20])[F:19])(=[O:17])=[O:16])[S:15]([C:18]([F:21])([F:20])[F:19])(=[O:17])=[O:16])=CC=1.O1CCCC1.[Cl:27][C:28]1[CH:29]=[CH:30][C:31]2[N:32]([N:34]=[C:35]([OH:37])[CH:36]=2)[CH:33]=1.[H-].[Na+]. Product: [Cl:27][C:28]1[CH:29]=[CH:30][C:31]2[N:32]([N:34]=[C:35]([O:37][S:15]([C:18]([F:19])([F:20])[F:21])(=[O:16])=[O:17])[CH:36]=2)[CH:33]=1. The catalyst class is: 9. (2) Reactant: C[O:2][C:3](=[O:16])[CH:4]([C:6]1[CH:11]=[CH:10][C:9]([C:12]([CH3:15])([CH3:14])[CH3:13])=[CH:8][CH:7]=1)[CH3:5].[OH-].[Li+]. Product: [C:12]([C:9]1[CH:8]=[CH:7][C:6]([CH:4]([CH3:5])[C:3]([OH:16])=[O:2])=[CH:11][CH:10]=1)([CH3:15])([CH3:13])[CH3:14]. The catalyst class is: 24. (3) Reactant: [F:1][C:2]1[CH:3]=[C:4]([C:9]([C:16]2[CH:21]=[C:20]([F:22])[CH:19]=[C:18]([F:23])[CH:17]=2)([C:11]2[N:12]=[CH:13][NH:14][CH:15]=2)O)[CH:5]=[C:6]([F:8])[CH:7]=1.Cl. Product: [F:1][C:2]1[CH:3]=[C:4]([CH:9]([C:16]2[CH:21]=[C:20]([F:22])[CH:19]=[C:18]([F:23])[CH:17]=2)[C:11]2[N:12]=[CH:13][NH:14][CH:15]=2)[CH:5]=[C:6]([F:8])[CH:7]=1. The catalyst class is: 29.